From a dataset of KCNQ2 potassium channel screen with 302,405 compounds. Binary Classification. Given a drug SMILES string, predict its activity (active/inactive) in a high-throughput screening assay against a specified biological target. (1) The compound is Oc1c(C(NC(=O)CCCC)c2ccc(N(C)C)cc2)ccc2c1nccc2. The result is 0 (inactive). (2) The compound is S(=O)(=O)(N)c1ccc(NC(=O)CSc2n(N)c(nn2)C(F)(F)F)cc1. The result is 0 (inactive).